From a dataset of Reaction yield outcomes from USPTO patents with 853,638 reactions. Predict the reaction yield, written as a fraction of the theoretical maximum amount of product (1.0 means a 100% yield; for example, 0.34 means a 34% yield). (1) The catalyst is C(Cl)Cl. The yield is 0.695. The reactants are C([O:5][C:6]([C:8]1[CH:30]=[CH:29][C:11]([O:12][C:13]2[CH:22]=[C:21]3[C:16]([CH:17]([C:23]([O:25][CH3:26])=[O:24])[CH2:18][CH2:19][O:20]3)=[CH:15][C:14]=2[C:27]#[N:28])=[CH:10][CH:9]=1)=[O:7])(C)(C)C.C(O)(C(F)(F)F)=O. The product is [C:27]([C:14]1[CH:15]=[C:16]2[C:21](=[CH:22][C:13]=1[O:12][C:11]1[CH:29]=[CH:30][C:8]([C:6]([OH:7])=[O:5])=[CH:9][CH:10]=1)[O:20][CH2:19][CH2:18][CH:17]2[C:23]([O:25][CH3:26])=[O:24])#[N:28]. (2) The reactants are C1COCC1.I[C:7]1[CH:12]=[CH:11][C:10]([I:13])=[CH:9][CH:8]=1.[CH2:14]([O:21][C:22](=[O:28])[NH:23][CH2:24][CH2:25][C:26]#[CH:27])[C:15]1[CH:20]=[CH:19][CH:18]=[CH:17][CH:16]=1. The catalyst is [Cu]I.Cl[Pd](Cl)([P](C1C=CC=CC=1)(C1C=CC=CC=1)C1C=CC=CC=1)[P](C1C=CC=CC=1)(C1C=CC=CC=1)C1C=CC=CC=1.C(N(CC)CC)C. The product is [CH2:14]([O:21][C:22](=[O:28])[NH:23][CH2:24][CH2:25][C:26]#[C:27][C:7]1[CH:12]=[CH:11][C:10]([I:13])=[CH:9][CH:8]=1)[C:15]1[CH:20]=[CH:19][CH:18]=[CH:17][CH:16]=1. The yield is 0.860.